Regression. Given two drug SMILES strings and cell line genomic features, predict the synergy score measuring deviation from expected non-interaction effect. From a dataset of NCI-60 drug combinations with 297,098 pairs across 59 cell lines. (1) Drug 1: CC1=C(N=C(N=C1N)C(CC(=O)N)NCC(C(=O)N)N)C(=O)NC(C(C2=CN=CN2)OC3C(C(C(C(O3)CO)O)O)OC4C(C(C(C(O4)CO)O)OC(=O)N)O)C(=O)NC(C)C(C(C)C(=O)NC(C(C)O)C(=O)NCCC5=NC(=CS5)C6=NC(=CS6)C(=O)NCCC[S+](C)C)O. Drug 2: C1CN(P(=O)(OC1)NCCCl)CCCl. Cell line: MALME-3M. Synergy scores: CSS=2.08, Synergy_ZIP=-3.25, Synergy_Bliss=-1.63, Synergy_Loewe=-2.93, Synergy_HSA=-2.23. (2) Drug 1: C1=NC2=C(N=C(N=C2N1C3C(C(C(O3)CO)O)O)F)N. Drug 2: C1=NC(=NC(=O)N1C2C(C(C(O2)CO)O)O)N. Cell line: HS 578T. Synergy scores: CSS=9.04, Synergy_ZIP=-0.632, Synergy_Bliss=7.78, Synergy_Loewe=-1.70, Synergy_HSA=1.96. (3) Drug 1: CC1=CC2C(CCC3(C2CCC3(C(=O)C)OC(=O)C)C)C4(C1=CC(=O)CC4)C. Drug 2: CCC1(C2=C(COC1=O)C(=O)N3CC4=CC5=C(C=CC(=C5CN(C)C)O)N=C4C3=C2)O.Cl. Cell line: SW-620. Synergy scores: CSS=20.6, Synergy_ZIP=1.28, Synergy_Bliss=2.11, Synergy_Loewe=-36.3, Synergy_HSA=-0.0694. (4) Drug 1: CC12CCC3C(C1CCC2O)C(CC4=C3C=CC(=C4)O)CCCCCCCCCS(=O)CCCC(C(F)(F)F)(F)F. Drug 2: CCC1=C2CN3C(=CC4=C(C3=O)COC(=O)C4(CC)O)C2=NC5=C1C=C(C=C5)O. Cell line: UO-31. Synergy scores: CSS=25.3, Synergy_ZIP=-3.62, Synergy_Bliss=3.99, Synergy_Loewe=-82.0, Synergy_HSA=0.124. (5) Drug 1: C1=NC2=C(N1)C(=S)N=C(N2)N. Synergy scores: CSS=83.9, Synergy_ZIP=0.456, Synergy_Bliss=2.44, Synergy_Loewe=0.0751, Synergy_HSA=2.42. Cell line: HL-60(TB). Drug 2: CCC1(CC2CC(C3=C(CCN(C2)C1)C4=CC=CC=C4N3)(C5=C(C=C6C(=C5)C78CCN9C7C(C=CC9)(C(C(C8N6C=O)(C(=O)OC)O)OC(=O)C)CC)OC)C(=O)OC)O.OS(=O)(=O)O. (6) Drug 1: CNC(=O)C1=NC=CC(=C1)OC2=CC=C(C=C2)NC(=O)NC3=CC(=C(C=C3)Cl)C(F)(F)F. Cell line: 786-0. Synergy scores: CSS=-4.07, Synergy_ZIP=0.309, Synergy_Bliss=-3.84, Synergy_Loewe=-4.40, Synergy_HSA=-5.08. Drug 2: C(CN)CNCCSP(=O)(O)O.